From a dataset of Reaction yield outcomes from USPTO patents with 853,638 reactions. Predict the reaction yield, written as a fraction of the theoretical maximum amount of product (1.0 means a 100% yield; for example, 0.34 means a 34% yield). (1) The reactants are [F:1][C:2]1([F:27])[O:6][C:5]2[CH:7]=[CH:8][C:9]([NH:11][C:12]([C:14]3[S:18][CH:17]=[N:16][C:15]=3[NH:19]C(=O)OC(C)(C)C)=[O:13])=[CH:10][C:4]=2[O:3]1. The catalyst is ClCCl.FC(F)(F)C(O)=O. The product is [NH2:19][C:15]1[N:16]=[CH:17][S:18][C:14]=1[C:12]([NH:11][C:9]1[CH:8]=[CH:7][C:5]2[O:6][C:2]([F:27])([F:1])[O:3][C:4]=2[CH:10]=1)=[O:13]. The yield is 0.830. (2) The reactants are [CH3:1][O:2][C:3]([CH3:8])([CH3:7])[CH2:4][CH2:5][OH:6].[N+:9]([C:12]1[CH:19]=[CH:18][CH:17]=[C:16]([N+]([O-])=O)[C:13]=1[C:14]#[N:15])([O-:11])=[O:10]. No catalyst specified. The product is [CH3:1][O:2][C:3]([CH3:8])([CH3:7])[CH2:4][CH2:5][O:6][C:16]1[CH:17]=[CH:18][CH:19]=[C:12]([N+:9]([O-:11])=[O:10])[C:13]=1[C:14]#[N:15]. The yield is 0.520. (3) The reactants are [F:8][C:7]([F:10])([F:9])[C:6](O[C:6](=[O:11])[C:7]([F:10])([F:9])[F:8])=[O:11].[CH2:14]([N:21]1[CH2:28][C:25]2([CH2:27][CH2:26]2)[NH:24][CH2:23][CH2:22]1)[C:15]1[CH:20]=[CH:19][CH:18]=[CH:17][CH:16]=1.C(N(CC)CC)C.C(=O)(O)[O-].[Na+]. The catalyst is C(Cl)(Cl)Cl.ClCCl. The product is [CH2:14]([N:21]1[CH2:28][C:25]2([CH2:27][CH2:26]2)[N:24]([C:6](=[O:11])[C:7]([F:8])([F:9])[F:10])[CH2:23][CH2:22]1)[C:15]1[CH:20]=[CH:19][CH:18]=[CH:17][CH:16]=1. The yield is 1.00. (4) The reactants are [NH2:1][C:2]1[N:6]([C:7]2[CH:14]=[CH:13][C:10]([C:11]#[N:12])=[CH:9][CH:8]=2)[N:5]=[C:4]([C:15]([CH3:18])([CH3:17])[CH3:16])[CH:3]=1.C(=O)([O-])[O-].[K+].[K+].Cl[C:26]([O:28][C:29]1[CH:34]=[CH:33][CH:32]=[CH:31][CH:30]=1)=[O:27]. The catalyst is C(Cl)Cl. The product is [C:15]([C:4]1[CH:3]=[C:2]([NH:1][C:26](=[O:27])[O:28][C:29]2[CH:34]=[CH:33][CH:32]=[CH:31][CH:30]=2)[N:6]([C:7]2[CH:14]=[CH:13][C:10]([C:11]#[N:12])=[CH:9][CH:8]=2)[N:5]=1)([CH3:18])([CH3:17])[CH3:16]. The yield is 0.610. (5) The reactants are C([O:3][C:4]([C:6]1[O:10][N:9]=[C:8]([C:11]2[CH:16]=[CH:15][C:14]([NH:17][C:18]([NH:20][CH:21]3[CH2:26][CH2:25][CH2:24][CH2:23][CH2:22]3)=[O:19])=[CH:13][CH:12]=2)[CH:7]=1)=[O:5])C.[K+].[Br-]. No catalyst specified. The product is [CH:21]1([NH:20][C:18](=[O:19])[NH:17][C:14]2[CH:13]=[CH:12][C:11]([C:8]3[CH:7]=[C:6]([C:4]([OH:5])=[O:3])[O:10][N:9]=3)=[CH:16][CH:15]=2)[CH2:26][CH2:25][CH2:24][CH2:23][CH2:22]1. The yield is 0.920.